Task: Regression. Given two drug SMILES strings and cell line genomic features, predict the synergy score measuring deviation from expected non-interaction effect.. Dataset: Merck oncology drug combination screen with 23,052 pairs across 39 cell lines (1) Drug 1: CS(=O)(=O)CCNCc1ccc(-c2ccc3ncnc(Nc4ccc(OCc5cccc(F)c5)c(Cl)c4)c3c2)o1. Drug 2: NC1(c2ccc(-c3nc4ccn5c(=O)[nH]nc5c4cc3-c3ccccc3)cc2)CCC1. Cell line: A2058. Synergy scores: synergy=49.6. (2) Drug 1: CC1CC2C3CCC4=CC(=O)C=CC4(C)C3(F)C(O)CC2(C)C1(O)C(=O)CO. Drug 2: CC(C)CC(NC(=O)C(Cc1ccccc1)NC(=O)c1cnccn1)B(O)O. Cell line: MDAMB436. Synergy scores: synergy=-0.823. (3) Drug 1: Cn1c(=O)n(-c2ccc(C(C)(C)C#N)cc2)c2c3cc(-c4cnc5ccccc5c4)ccc3ncc21. Drug 2: NC1CCCCC1N.O=C(O)C(=O)O.[Pt+2]. Cell line: ES2. Synergy scores: synergy=3.06. (4) Drug 1: O=c1[nH]cc(F)c(=O)[nH]1. Drug 2: CCc1cnn2c(NCc3ccc[n+]([O-])c3)cc(N3CCCCC3CCO)nc12. Cell line: A2058. Synergy scores: synergy=4.33. (5) Drug 1: O=S1(=O)NC2(CN1CC(F)(F)F)C1CCC2Cc2cc(C=CCN3CCC(C(F)(F)F)CC3)ccc2C1. Drug 2: O=C(CCCCCCC(=O)Nc1ccccc1)NO. Cell line: SKMES1. Synergy scores: synergy=12.2.